From a dataset of Catalyst prediction with 721,799 reactions and 888 catalyst types from USPTO. Predict which catalyst facilitates the given reaction. (1) Reactant: [CH2:1]([C:3]1[C:4]([OH:26])=[C:5]([C:22]([O:24]C)=[O:23])[C:6](=[O:21])[NH:7][C:8]=1[C:9]1[CH:14]=[CH:13][C:12]([C:15]2[CH2:16][CH2:17][NH:18][CH2:19][CH:20]=2)=[CH:11][CH:10]=1)[CH3:2].[I-].[Li+]. Product: [CH2:1]([C:3]1[C:4]([OH:26])=[C:5]([C:22]([OH:24])=[O:23])[C:6](=[O:21])[NH:7][C:8]=1[C:9]1[CH:10]=[CH:11][C:12]([C:15]2[CH2:16][CH2:17][NH:18][CH2:19][CH:20]=2)=[CH:13][CH:14]=1)[CH3:2]. The catalyst class is: 25. (2) Reactant: [CH2:1]([SH:5])[CH2:2][CH2:3][CH3:4].[H-].[Na+].[NH2:8][C:9]1[C:18]2[C:13](=[CH:14][C:15]([N:20]3[C:28]4[CH2:27][C:26]([CH3:30])([CH3:29])[CH2:25][C:24](=[O:31])[C:23]=4[C:22]([CH3:32])=[CH:21]3)=[CH:16][C:17]=2F)[N:12]=[CH:11][N:10]=1. Product: [NH2:8][C:9]1[C:18]2[C:13](=[CH:14][C:15]([N:20]3[C:28]4[CH2:27][C:26]([CH3:30])([CH3:29])[CH2:25][C:24](=[O:31])[C:23]=4[C:22]([CH3:32])=[CH:21]3)=[CH:16][C:17]=2[S:5][CH2:1][CH2:2][CH2:3][CH3:4])[N:12]=[CH:11][N:10]=1. The catalyst class is: 3. (3) Reactant: C([O:3][C:4]([C:6]1([NH:15][C:16]([C:18]2[C:19]([N:26]([CH2:28][CH3:29])[CH3:27])=[N:20][C:21]([CH3:25])=[CH:22][C:23]=2[CH3:24])=[O:17])[CH2:14][C:13]2[C:8](=[CH:9][CH:10]=[CH:11][CH:12]=2)[CH2:7]1)=[O:5])C.O1CCOCC1.CO. Product: [CH2:28]([N:26]([CH3:27])[C:19]1[C:18]([C:16]([NH:15][C:6]2([C:4]([OH:5])=[O:3])[CH2:14][C:13]3[C:8](=[CH:9][CH:10]=[CH:11][CH:12]=3)[CH2:7]2)=[O:17])=[C:23]([CH3:24])[CH:22]=[C:21]([CH3:25])[N:20]=1)[CH3:29]. The catalyst class is: 6. (4) Reactant: Br[C:2]1[C:6]2[C:7]([NH2:11])=[N:8][CH:9]=[CH:10][C:5]=2[S:4][CH:3]=1.CC1(C)C(C)(C)OB([C:20]2[CH:21]=[C:22]3[C:26](=[CH:27][CH:28]=2)[N:25]([C:29]([O:31][C:32]([CH3:35])([CH3:34])[CH3:33])=[O:30])[CH2:24][CH2:23]3)O1.C(=O)([O-])[O-].[K+].[K+]. Product: [NH2:11][C:7]1[C:6]2[C:2]([C:20]3[CH:21]=[C:22]4[C:26](=[CH:27][CH:28]=3)[N:25]([C:29]([O:31][C:32]([CH3:35])([CH3:34])[CH3:33])=[O:30])[CH2:24][CH2:23]4)=[CH:3][S:4][C:5]=2[CH:10]=[CH:9][N:8]=1. The catalyst class is: 819. (5) Reactant: O=C1C2C(=CC=CC=2)C(=O)[N:3]1[O:12][CH:13]([C:25]1[CH:30]=[CH:29][CH:28]=[CH:27][CH:26]=1)[CH2:14][CH2:15][N:16](C)[C:17](=O)OC(C)(C)C.C(O)C.O.NN.[ClH:37]. Product: [Cl-:37].[NH3+:3][O:12][CH:13]([C:25]1[CH:30]=[CH:29][CH:28]=[CH:27][CH:26]=1)[CH2:14][CH2:15][NH2+:16][CH3:17].[Cl-:37]. The catalyst class is: 12.